Predict which catalyst facilitates the given reaction. From a dataset of Catalyst prediction with 721,799 reactions and 888 catalyst types from USPTO. (1) Reactant: [Cl:1][C:2]1[CH:3]=[C:4]([C:8]2[N:12]=[C:11]([CH2:13][CH2:14][C:15](NN)=[O:16])[O:10][N:9]=2)[CH:5]=[CH:6][CH:7]=1.I[CH2:20][CH3:21].C([O-])([O-])=[O:23].[K+].[K+]. Product: [CH2:20]([O:23][C:15](=[O:16])[CH2:14][CH2:13][C:11]1[O:10][N:9]=[C:8]([C:4]2[CH:5]=[CH:6][CH:7]=[C:2]([Cl:1])[CH:3]=2)[N:12]=1)[CH3:21]. The catalyst class is: 3. (2) Reactant: [Cl:1][C:2]1[C:3]([Cl:11])=[N:4][CH:5]=[C:6]([CH:10]=1)[C:7]([OH:9])=[O:8].O.[C:13]1(C)C=CC(S(O)(=O)=O)=CC=1. Product: [CH3:13][O:8][C:7](=[O:9])[C:6]1[CH:10]=[C:2]([Cl:1])[C:3]([Cl:11])=[N:4][CH:5]=1. The catalyst class is: 5. (3) Reactant: [OH:1][C:2]1[CH:3]=[C:4]([O:16][C:17]2[CH:22]=[CH:21][C:20]([S:23]([CH3:26])(=[O:25])=[O:24])=[CH:19][CH:18]=2)[CH:5]=[C:6]2[C:10]=1[NH:9][C:8]([C:11]([O:13][CH2:14][CH3:15])=[O:12])=[CH:7]2.[O:27]1[CH2:32][CH2:31][CH:30]([CH2:33]O)[CH2:29][CH2:28]1.N(C(N1CCCCC1)=O)=NC(N1CCCCC1)=O.C(P(CCCC)CCCC)CCC. Product: [CH3:26][S:23]([C:20]1[CH:21]=[CH:22][C:17]([O:16][C:4]2[CH:5]=[C:6]3[C:10](=[C:2]([O:1][CH2:33][CH:30]4[CH2:31][CH2:32][O:27][CH2:28][CH2:29]4)[CH:3]=2)[NH:9][C:8]([C:11]([O:13][CH2:14][CH3:15])=[O:12])=[CH:7]3)=[CH:18][CH:19]=1)(=[O:25])=[O:24]. The catalyst class is: 7. (4) Reactant: [F:1][C@H:2]1[C@@H:7]([OH:8])[CH2:6][CH2:5][N:4]([C:9]([O:11][CH2:12][C:13]2[CH:18]=[CH:17][CH:16]=[CH:15][CH:14]=2)=[O:10])[CH2:3]1.C1(P(C2C=CC=CC=2)C2C=CC=CC=2)C=CC=CC=1.[C:38](O)(=[O:45])[C:39]1[CH:44]=[CH:43][CH:42]=[CH:41][CH:40]=1.N(C(OC(C)C)=O)=NC(OC(C)C)=O. Product: [C:38]([O:8][C@@H:7]1[CH2:6][CH2:5][N:4]([C:9]([O:11][CH2:12][C:13]2[CH:18]=[CH:17][CH:16]=[CH:15][CH:14]=2)=[O:10])[CH2:3][C@H:2]1[F:1])(=[O:45])[C:39]1[CH:44]=[CH:43][CH:42]=[CH:41][CH:40]=1. The catalyst class is: 1.